This data is from Reaction yield outcomes from USPTO patents with 853,638 reactions. The task is: Predict the reaction yield, written as a fraction of the theoretical maximum amount of product (1.0 means a 100% yield; for example, 0.34 means a 34% yield). (1) The reactants are [Br:1][C:2]1[C:3](Cl)=[N:4][CH:5]=[C:6]([F:8])[CH:7]=1.[Br-].[CH:11]1([Zn+])[CH2:13][CH2:12]1. The catalyst is C1COCC1.C1C=CC([P]([Pd]([P](C2C=CC=CC=2)(C2C=CC=CC=2)C2C=CC=CC=2)([P](C2C=CC=CC=2)(C2C=CC=CC=2)C2C=CC=CC=2)[P](C2C=CC=CC=2)(C2C=CC=CC=2)C2C=CC=CC=2)(C2C=CC=CC=2)C2C=CC=CC=2)=CC=1. The product is [Br:1][C:2]1[C:3]([CH:11]2[CH2:13][CH2:12]2)=[N:4][CH:5]=[C:6]([F:8])[CH:7]=1. The yield is 0.510. (2) The product is [Cl:33][C:34]1[CH:35]=[C:36]([CH:50]=[CH:51][C:52]=1[Cl:53])[CH2:37][N:38]([CH3:49])[C:39]([C:41]1[CH2:42][N:23]([CH2:24][CH2:25][CH2:26][CH2:27][CH2:28][CH2:29][C:30]([OH:32])=[O:31])[C:44](=[O:47])[C:45]=1[OH:46])=[O:40]. The yield is 0.0500. No catalyst specified. The reactants are COC(=O)C(O)=CC(=O)N(CC1C=CC(Cl)=C(Cl)C=1)C.C=O.[NH2:23][CH2:24][CH2:25][CH2:26][CH2:27][CH2:28][CH2:29][C:30]([OH:32])=[O:31].[Cl:33][C:34]1[CH:35]=[C:36]([CH:50]=[CH:51][C:52]=1[Cl:53])[CH2:37][N:38]([CH3:49])[C:39]([C:41]1[CH2:42]N(C)[C:44](=[O:47])[C:45]=1[OH:46])=[O:40]. (3) The reactants are C([O:8][C:9]1[CH:14]=[CH:13][CH:12]=[CH:11][C:10]=1[NH:15][C:16](=[O:24])[C:17]1[CH:22]=[CH:21][N:20]=[CH:19][C:18]=1[F:23])C1C=CC=CC=1. The catalyst is Br.CC(O)=O.O.C(=O)(O)[O-].[Na+]. The product is [F:23][C:18]1[CH:19]=[N:20][CH:21]=[CH:22][C:17]=1[C:16]([NH:15][C:10]1[CH:11]=[CH:12][CH:13]=[CH:14][C:9]=1[OH:8])=[O:24]. The yield is 0.750. (4) The reactants are Br[C:2]1[CH:7]=[CH:6][CH:5]=[C:4]([Br:8])[CH:3]=1.C([Li])CCC.[CH2:14]([N:21]1[CH2:27][CH:26]2[C:28](=[O:29])[CH:23]([CH2:24][CH2:25]2)[CH2:22]1)[C:15]1[CH:20]=[CH:19][CH:18]=[CH:17][CH:16]=1. The catalyst is CCOCC. The product is [CH2:14]([N:21]1[CH2:27][CH:26]2[C:28]([C:2]3[CH:7]=[CH:6][CH:5]=[C:4]([Br:8])[CH:3]=3)([OH:29])[CH:23]([CH2:24][CH2:25]2)[CH2:22]1)[C:15]1[CH:16]=[CH:17][CH:18]=[CH:19][CH:20]=1. The yield is 1.00. (5) The reactants are [CH3:1][C:2]1[O:3][C:4]([CH:8]([OH:10])[CH3:9])=[C:5]([CH3:7])[N:6]=1. The catalyst is C(Cl)(Cl)Cl.[O-2].[O-2].[Mn+4].O=[Mn]=O. The product is [CH3:1][C:2]1[O:3][C:4]([C:8](=[O:10])[CH3:9])=[C:5]([CH3:7])[N:6]=1. The yield is 0.485.